This data is from NCI-60 drug combinations with 297,098 pairs across 59 cell lines. The task is: Regression. Given two drug SMILES strings and cell line genomic features, predict the synergy score measuring deviation from expected non-interaction effect. (1) Drug 1: C1=CN(C(=O)N=C1N)C2C(C(C(O2)CO)O)O.Cl. Drug 2: CN1C(=O)N2C=NC(=C2N=N1)C(=O)N. Cell line: HL-60(TB). Synergy scores: CSS=75.0, Synergy_ZIP=-1.89, Synergy_Bliss=-1.56, Synergy_Loewe=-32.3, Synergy_HSA=0.0131. (2) Drug 1: CC12CCC3C(C1CCC2=O)CC(=C)C4=CC(=O)C=CC34C. Drug 2: C1=CC(=CC=C1C#N)C(C2=CC=C(C=C2)C#N)N3C=NC=N3. Cell line: EKVX. Synergy scores: CSS=34.2, Synergy_ZIP=1.38, Synergy_Bliss=1.41, Synergy_Loewe=2.24, Synergy_HSA=2.10. (3) Drug 1: C1CN1P(=S)(N2CC2)N3CC3. Drug 2: C1CC(=O)NC(=O)C1N2C(=O)C3=CC=CC=C3C2=O. Cell line: HS 578T. Synergy scores: CSS=3.33, Synergy_ZIP=-2.29, Synergy_Bliss=0.493, Synergy_Loewe=-7.04, Synergy_HSA=-1.65. (4) Drug 1: CC1=CC2C(CCC3(C2CCC3(C(=O)C)OC(=O)C)C)C4(C1=CC(=O)CC4)C. Drug 2: C1=CN(C(=O)N=C1N)C2C(C(C(O2)CO)O)O.Cl. Cell line: SF-295. Synergy scores: CSS=9.58, Synergy_ZIP=-1.62, Synergy_Bliss=4.94, Synergy_Loewe=-11.8, Synergy_HSA=2.26. (5) Drug 1: C1CCC(CC1)NC(=O)N(CCCl)N=O. Drug 2: C1CNP(=O)(OC1)N(CCCl)CCCl. Cell line: OVCAR3. Synergy scores: CSS=12.4, Synergy_ZIP=6.27, Synergy_Bliss=8.27, Synergy_Loewe=-7.05, Synergy_HSA=0.658. (6) Drug 1: CCC1=CC2CC(C3=C(CN(C2)C1)C4=CC=CC=C4N3)(C5=C(C=C6C(=C5)C78CCN9C7C(C=CC9)(C(C(C8N6C)(C(=O)OC)O)OC(=O)C)CC)OC)C(=O)OC.C(C(C(=O)O)O)(C(=O)O)O. Drug 2: C1=NC2=C(N1)C(=S)N=C(N2)N. Cell line: SF-268. Synergy scores: CSS=65.0, Synergy_ZIP=-5.56, Synergy_Bliss=-3.81, Synergy_Loewe=-3.57, Synergy_HSA=-0.533. (7) Drug 1: CCC(=C(C1=CC=CC=C1)C2=CC=C(C=C2)OCCN(C)C)C3=CC=CC=C3.C(C(=O)O)C(CC(=O)O)(C(=O)O)O. Drug 2: CC1C(C(CC(O1)OC2CC(CC3=C2C(=C4C(=C3O)C(=O)C5=CC=CC=C5C4=O)O)(C(=O)C)O)N)O. Cell line: BT-549. Synergy scores: CSS=32.3, Synergy_ZIP=5.45, Synergy_Bliss=3.51, Synergy_Loewe=-24.4, Synergy_HSA=-0.672.